Dataset: NCI-60 drug combinations with 297,098 pairs across 59 cell lines. Task: Regression. Given two drug SMILES strings and cell line genomic features, predict the synergy score measuring deviation from expected non-interaction effect. (1) Drug 1: CCC1=C2CN3C(=CC4=C(C3=O)COC(=O)C4(CC)O)C2=NC5=C1C=C(C=C5)O. Synergy scores: CSS=49.8, Synergy_ZIP=-1.38, Synergy_Bliss=-1.78, Synergy_Loewe=3.48, Synergy_HSA=4.03. Drug 2: CC1=C(N=C(N=C1N)C(CC(=O)N)NCC(C(=O)N)N)C(=O)NC(C(C2=CN=CN2)OC3C(C(C(C(O3)CO)O)O)OC4C(C(C(C(O4)CO)O)OC(=O)N)O)C(=O)NC(C)C(C(C)C(=O)NC(C(C)O)C(=O)NCCC5=NC(=CS5)C6=NC(=CS6)C(=O)NCCC[S+](C)C)O. Cell line: SF-295. (2) Drug 1: CCCS(=O)(=O)NC1=C(C(=C(C=C1)F)C(=O)C2=CNC3=C2C=C(C=N3)C4=CC=C(C=C4)Cl)F. Drug 2: CCC1(C2=C(COC1=O)C(=O)N3CC4=CC5=C(C=CC(=C5CN(C)C)O)N=C4C3=C2)O.Cl. Cell line: U251. Synergy scores: CSS=27.0, Synergy_ZIP=-10.5, Synergy_Bliss=-5.61, Synergy_Loewe=-40.6, Synergy_HSA=-5.16. (3) Drug 1: C1=NC2=C(N1)C(=S)N=C(N2)N. Drug 2: C1CC(C1)(C(=O)O)C(=O)O.[NH2-].[NH2-].[Pt+2]. Cell line: HCT116. Synergy scores: CSS=35.1, Synergy_ZIP=-12.0, Synergy_Bliss=-12.6, Synergy_Loewe=-15.4, Synergy_HSA=-7.63. (4) Drug 1: CCN(CC)CCNC(=O)C1=C(NC(=C1C)C=C2C3=C(C=CC(=C3)F)NC2=O)C. Drug 2: CN(CC1=CN=C2C(=N1)C(=NC(=N2)N)N)C3=CC=C(C=C3)C(=O)NC(CCC(=O)O)C(=O)O. Cell line: HCC-2998. Synergy scores: CSS=34.1, Synergy_ZIP=-7.31, Synergy_Bliss=-5.42, Synergy_Loewe=-15.2, Synergy_HSA=-3.30.